Dataset: Full USPTO retrosynthesis dataset with 1.9M reactions from patents (1976-2016). Task: Predict the reactants needed to synthesize the given product. (1) Given the product [CH:24]([O:23][C:21]([N:9]1[CH2:10][CH2:11][CH:7]([CH2:6][O:5][C:4]([O:3][CH:1]=[CH2:2])=[O:19])[CH2:8]1)=[O:22])=[CH2:25], predict the reactants needed to synthesize it. The reactants are: [CH:1]([O:3][C:4](=[O:19])[O:5][CH2:6][CH:7]1[CH2:11][CH2:10][N:9](CC2C=CC=CC=2)[CH2:8]1)=[CH2:2].Cl[C:21]([O:23][CH:24]=[CH2:25])=[O:22]. (2) Given the product [CH:14]([C:3]1[C:2]([OH:1])=[CH:11][CH:10]=[CH:9][C:4]=1[C:5]([O:7][CH3:8])=[O:6])=[O:15].[CH:14]([C:11]1[CH:10]=[CH:9][C:4]([C:5]([O:7][CH3:8])=[O:6])=[CH:3][C:2]=1[OH:1])=[O:15], predict the reactants needed to synthesize it. The reactants are: [OH:1][C:2]1[CH:3]=[C:4]([CH:9]=[CH:10][CH:11]=1)[C:5]([O:7][CH3:8])=[O:6].FC(F)(F)[C:14](O)=[O:15]. (3) Given the product [NH2:22][C:19]1[CH:20]=[CH:21][C:16]([O:15][C:13]2[CH:12]=[CH:11][N:10]=[C:9]3[NH:8][CH:7]=[C:6]([C:4](=[O:5])[CH2:3][N:2]([CH3:26])[CH3:1])[C:14]=23)=[C:17]([F:25])[CH:18]=1, predict the reactants needed to synthesize it. The reactants are: [CH3:1][N:2]([CH3:26])[CH2:3][C:4]([C:6]1[C:14]2[C:9](=[N:10][CH:11]=[CH:12][C:13]=2[O:15][C:16]2[CH:21]=[CH:20][C:19]([N+:22]([O-])=O)=[CH:18][C:17]=2[F:25])[NH:8][CH:7]=1)=[O:5].C1COCC1.CO.[Cl-].[NH4+]. (4) Given the product [Cl:1][C:2]1[N:7]=[C:6]([C:8]2[NH:9][C:10]3[C:15]([C:16]=2[Cl:25])=[CH:14][CH:13]=[CH:12][CH:11]=3)[C:5]([OH:17])=[CH:4][CH:3]=1, predict the reactants needed to synthesize it. The reactants are: [Cl:1][C:2]1[N:7]=[C:6]([C:8]2[NH:9][C:10]3[C:15]([CH:16]=2)=[CH:14][CH:13]=[CH:12][CH:11]=3)[C:5]([OH:17])=[CH:4][CH:3]=1.C1C(=O)N([Cl:25])C(=O)C1. (5) Given the product [C:1]([O:5][C:6]([C:8]1[C:9]([C:14]2[CH:19]=[CH:18][C:17]([CH2:20][N:21]3[C:25]([CH2:26][NH:27][C:39](=[O:40])[C@@H:38]([S:37][C:34](=[O:36])[CH3:35])[CH2:42][CH:43]([CH3:45])[CH3:44])=[C:24]([CH2:28][CH3:29])[N:23]=[C:22]3[O:30][CH2:31][CH3:32])=[C:16]([F:33])[CH:15]=2)=[CH:10][CH:11]=[CH:12][CH:13]=1)=[O:7])([CH3:3])([CH3:2])[CH3:4], predict the reactants needed to synthesize it. The reactants are: [C:1]([O:5][C:6]([C:8]1[C:9]([C:14]2[CH:19]=[CH:18][C:17]([CH2:20][N:21]3[C:25]([CH2:26][NH2:27])=[C:24]([CH2:28][CH3:29])[N:23]=[C:22]3[O:30][CH2:31][CH3:32])=[C:16]([F:33])[CH:15]=2)=[CH:10][CH:11]=[CH:12][CH:13]=1)=[O:7])([CH3:4])([CH3:3])[CH3:2].[C:34]([S:37][C@@H:38]([CH2:42][CH:43]([CH3:45])[CH3:44])[C:39](O)=[O:40])(=[O:36])[CH3:35].CN1CCOCC1.ON1C2N=CC=CC=2N=N1.CN(C=O)C.C(Cl)CCl.